Task: Predict the reactants needed to synthesize the given product.. Dataset: Full USPTO retrosynthesis dataset with 1.9M reactions from patents (1976-2016) (1) The reactants are: [Br:1][C:2]1[CH:10]=[CH:9][C:5]([C:6]([OH:8])=[O:7])=[CH:4][C:3]=1[OH:11].[O:12]1[CH:17]=[CH:16][CH2:15][CH2:14][CH2:13]1.CC1C=CC(S([O-])(=O)=O)=CC=1.C1C=C[NH+]=CC=1. Given the product [Br:1][C:2]1[CH:10]=[CH:9][C:5]([C:6]([OH:8])=[O:7])=[CH:4][C:3]=1[O:11][CH:13]1[CH2:14][CH2:15][CH2:16][CH2:17][O:12]1.[Br:1][C:2]1[CH:10]=[CH:9][C:5]([C:6]([OH:8])=[O:7])=[CH:4][C:3]=1[O:11][CH:13]1[CH2:14][CH2:15][CH2:16][CH2:17][O:12]1, predict the reactants needed to synthesize it. (2) The reactants are: [N+:1]([C:4]1[O:8][C:7]([C:9](Cl)=[O:10])=[CH:6][CH:5]=1)([O-:3])=[O:2].[CH2:12]([N:19]1[CH2:24][CH2:23][N:22]([C:25]2[CH:26]=[C:27]([CH:30]=[CH:31][CH:32]=2)[C:28]#[N:29])[CH2:21][CH2:20]1)[C:13]1[CH:18]=[CH:17][CH:16]=[CH:15][CH:14]=1.CCN(CC)CC. Given the product [CH2:12]([N:19]1[CH2:24][CH2:23][N:22]([C:25]2[CH:26]=[C:27]([CH:30]=[CH:31][CH:32]=2)[CH2:28][NH:29][C:9]([C:7]2[O:8][C:4]([N+:1]([O-:3])=[O:2])=[CH:5][CH:6]=2)=[O:10])[CH2:21][CH2:20]1)[C:13]1[CH:14]=[CH:15][CH:16]=[CH:17][CH:18]=1, predict the reactants needed to synthesize it. (3) Given the product [CH2:1]([O:8][C@H:9]([C@H:14]([O:36][CH2:37][C:38]1[CH:39]=[CH:40][CH:41]=[CH:42][CH:43]=1)[C@H:15]([O:28][CH2:29][C:30]1[CH:35]=[CH:34][CH:33]=[CH:32][CH:31]=1)[CH2:16][O:17][Si:18]([CH:19]([CH3:21])[CH3:20])([CH:25]([CH3:26])[CH3:27])[CH:22]([CH3:24])[CH3:23])[CH:10]([OH:13])[CH2:11][O:12][C:52]([C:51]1[CH:50]=[CH:32][CH:31]=[CH:30][CH:29]=1)([C:56]1[CH:4]=[CH:3][CH:2]=[CH:7][CH:6]=1)[C:53]1[CH:11]=[CH:10][CH:9]=[CH:14][CH:54]=1)[C:2]1[CH:7]=[CH:6][CH:5]=[CH:4][CH:3]=1, predict the reactants needed to synthesize it. The reactants are: [CH2:1]([O:8][C@H:9]([C@H:14]([O:36][CH2:37][C:38]1[CH:43]=[CH:42][CH:41]=[CH:40][CH:39]=1)[C@H:15]([O:28][CH2:29][C:30]1[CH:35]=[CH:34][CH:33]=[CH:32][CH:31]=1)[CH2:16][O:17][Si:18]([CH:25]([CH3:27])[CH3:26])([CH:22]([CH3:24])[CH3:23])[CH:19]([CH3:21])[CH3:20])[CH:10]([OH:13])[CH2:11][OH:12])[C:2]1[CH:7]=[CH:6][CH:5]=[CH:4][CH:3]=1.[Cl-].C(N([CH2:50][CH3:51])CC)C.[CH2:52]1[CH2:56]O[CH2:54][CH2:53]1.